From a dataset of Reaction yield outcomes from USPTO patents with 853,638 reactions. Predict the reaction yield, written as a fraction of the theoretical maximum amount of product (1.0 means a 100% yield; for example, 0.34 means a 34% yield). (1) The reactants are Cl[C:2]1[N:7]=[N:6][C:5]([C:8]#[N:9])=[CH:4][CH:3]=1.[F:10][C:11]1[CH:12]=[C:13]([CH:22]=[C:23]([F:25])[CH:24]=1)[CH2:14][N:15]1[CH2:20][CH2:19][CH:18]([NH2:21])[CH2:17][CH2:16]1.C(N(C(C)C)CC)(C)C.C(=O)([O-])[O-].[Na+].[Na+]. The catalyst is C(#N)C.O.ClCCl. The product is [F:10][C:11]1[CH:12]=[C:13]([CH:22]=[C:23]([F:25])[CH:24]=1)[CH2:14][N:15]1[CH2:16][CH2:17][CH:18]([NH:21][C:2]2[N:7]=[N:6][C:5]([C:8]#[N:9])=[CH:4][CH:3]=2)[CH2:19][CH2:20]1. The yield is 0.600. (2) The reactants are [OH:1][C:2]1[CH:3]=[C:4]2[C:9](=[CH:10][CH:11]=1)[C:8]([CH3:16])([C:12]([F:15])([F:14])[F:13])[O:7][CH2:6][CH2:5]2.C(N(CC)CC)C.[C:24](Cl)(=[O:26])[CH3:25]. The catalyst is C1COCC1. The product is [C:24]([O:1][C:2]1[CH:3]=[C:4]2[C:9](=[CH:10][CH:11]=1)[C:8]([CH3:16])([C:12]([F:15])([F:13])[F:14])[O:7][CH2:6][CH2:5]2)(=[O:26])[CH3:25]. The yield is 0.890.